This data is from Reaction yield outcomes from USPTO patents with 853,638 reactions. The task is: Predict the reaction yield, written as a fraction of the theoretical maximum amount of product (1.0 means a 100% yield; for example, 0.34 means a 34% yield). The product is [C:1]([C:3]1[CH:11]=[CH:10][CH:9]=[C:8]2[C:4]=1[CH2:5][CH2:6][C@@H:7]2[N:12]([CH2:23][C:24]([N:26]([CH3:28])[CH3:27])=[O:25])[C:13](=[O:19])[O:14][C:15]([CH3:16])([CH3:18])[CH3:17])#[N:2]. The catalyst is CN(C=O)C. The reactants are [C:1]([C:3]1[CH:11]=[CH:10][CH:9]=[C:8]2[C:4]=1[CH2:5][CH2:6][C@@H:7]2[NH:12][C:13](=[O:19])[O:14][C:15]([CH3:18])([CH3:17])[CH3:16])#[N:2].[H-].[Na+].Cl[CH2:23][C:24]([N:26]([CH3:28])[CH3:27])=[O:25]. The yield is 0.960.